From a dataset of Forward reaction prediction with 1.9M reactions from USPTO patents (1976-2016). Predict the product of the given reaction. (1) Given the reactants Br[C:2]1[S:3][C:4]([C:7]([NH:9][C:10]2[CH:15]=[C:14]([NH:16][C:17](=[O:26])[C:18]3[C:23]([Cl:24])=[CH:22][CH:21]=[CH:20][C:19]=3[Cl:25])[CH:13]=[CH:12][N:11]=2)=[O:8])=[CH:5][N:6]=1.[NH:27]1[CH2:32][CH2:31][O:30][CH2:29][CH2:28]1, predict the reaction product. The product is: [Cl:25][C:19]1[CH:20]=[CH:21][CH:22]=[C:23]([Cl:24])[C:18]=1[C:17]([NH:16][C:14]1[CH:13]=[CH:12][N:11]=[C:10]([NH:9][C:7]([C:4]2[S:3][C:2]([N:27]3[CH2:32][CH2:31][O:30][CH2:29][CH2:28]3)=[N:6][CH:5]=2)=[O:8])[CH:15]=1)=[O:26]. (2) Given the reactants [F:1][C:2]([F:18])([F:17])[C:3]1[CH:8]=[CH:7][N:6]=[C:5]([N:9]2[CH2:16][CH:15]3[CH:11]([CH2:12][NH:13][CH2:14]3)[CH2:10]2)[N:4]=1.[F:19][C:20]1[CH:21]=[CH:22][C:23]([C:29]2[N:34]=[CH:33][CH:32]=[CH:31][N:30]=2)=[C:24]([CH:28]=1)[C:25](O)=[O:26], predict the reaction product. The product is: [F:19][C:20]1[CH:21]=[CH:22][C:23]([C:29]2[N:30]=[CH:31][CH:32]=[CH:33][N:34]=2)=[C:24]([C:25]([N:13]2[CH2:14][CH:15]3[CH:11]([CH2:10][N:9]([C:5]4[N:4]=[C:3]([C:2]([F:1])([F:17])[F:18])[CH:8]=[CH:7][N:6]=4)[CH2:16]3)[CH2:12]2)=[O:26])[CH:28]=1. (3) Given the reactants [CH2:1]([O:3][C:4](=[O:35])[C:5]([CH3:34])([O:27][C:28]1[CH:33]=[CH:32][CH:31]=[CH:30][CH:29]=1)[CH2:6][C:7]1[CH:12]=[CH:11][C:10]([O:13][C:14]2[CH:19]=[C:18]([N:20]3[CH2:25][CH2:24][NH:23][CH2:22][CH2:21]3)[N:17]=[C:16]([NH2:26])[N:15]=2)=[CH:9][CH:8]=1)[CH3:2].[N:36]1[CH:41]=[CH:40][CH:39]=[CH:38][C:37]=1[CH:42]=O.C(O[BH-](OC(=O)C)OC(=O)C)(=O)C.[Na+].O, predict the reaction product. The product is: [CH2:1]([O:3][C:4](=[O:35])[C:5]([CH3:34])([O:27][C:28]1[CH:33]=[CH:32][CH:31]=[CH:30][CH:29]=1)[CH2:6][C:7]1[CH:12]=[CH:11][C:10]([O:13][C:14]2[CH:19]=[C:18]([N:20]3[CH2:21][CH2:22][N:23]([CH2:42][C:37]4[CH:38]=[CH:39][CH:40]=[CH:41][N:36]=4)[CH2:24][CH2:25]3)[N:17]=[C:16]([NH2:26])[N:15]=2)=[CH:9][CH:8]=1)[CH3:2]. (4) Given the reactants [CH3:1][C:2]1[CH:7]=[CH:6][C:5]([S:8]([O:11][CH2:12][CH:13]2[CH2:17][C:16]3[CH:18]=[CH:19][CH:20]=[C:21](Br)[C:15]=3[O:14]2)(=[O:10])=[O:9])=[CH:4][CH:3]=1.[CH3:23][C:24]1[CH:29]=[CH:28][C:27](B(O)O)=[CH:26][CH:25]=1.C(=O)([O-])[O-].[K+].[K+], predict the reaction product. The product is: [CH3:1][C:2]1[CH:7]=[CH:6][C:5]([S:8]([O:11][CH2:12][CH:13]2[CH2:17][C:16]3[CH:18]=[CH:19][CH:20]=[C:21]([C:27]4[CH:28]=[CH:29][C:24]([CH3:23])=[CH:25][CH:26]=4)[C:15]=3[O:14]2)(=[O:10])=[O:9])=[CH:4][CH:3]=1. (5) Given the reactants CC(C[AlH]CC(C)C)C.[Cl:10][C:11]1[CH:12]=[C:13]([C:24](OC)=[O:25])[C:14]2[O:18][C:17]([CH2:19][CH:20]([F:22])[F:21])=[CH:16][C:15]=2[CH:23]=1, predict the reaction product. The product is: [Cl:10][C:11]1[CH:12]=[C:13]([CH2:24][OH:25])[C:14]2[O:18][C:17]([CH2:19][CH:20]([F:21])[F:22])=[CH:16][C:15]=2[CH:23]=1. (6) Given the reactants [Br:1][C:2]1[N:3]=[C:4]([CH:8]2[CH2:10][CH2:9]2)[NH:5][C:6]=1[Br:7].[H-].[Na+].[CH3:13][Si:14]([CH3:21])([CH3:20])[CH2:15][CH2:16][O:17][CH2:18]Cl, predict the reaction product. The product is: [Br:1][C:2]1[N:3]=[C:4]([CH:8]2[CH2:10][CH2:9]2)[N:5]([CH2:18][O:17][CH2:16][CH2:15][Si:14]([CH3:21])([CH3:20])[CH3:13])[C:6]=1[Br:7]. (7) Given the reactants [CH2:1]1CCC(N=C=NC2CCCCC2)CC1.[O:16]=[C:17]1[CH2:20][CH:19]([C:21]([OH:23])=[O:22])[CH2:18]1.CO, predict the reaction product. The product is: [O:16]=[C:17]1[CH2:20][CH:19]([C:21]([O:23][CH3:1])=[O:22])[CH2:18]1.